This data is from Full USPTO retrosynthesis dataset with 1.9M reactions from patents (1976-2016). The task is: Predict the reactants needed to synthesize the given product. (1) Given the product [N+:15]([C:7]1[CH:6]=[C:5]([C:1](=[O:4])[CH2:2][CH3:3])[CH:10]=[CH:9][C:8]=1[NH:11][C:12](=[O:14])[CH3:13])([O-:17])=[O:16], predict the reactants needed to synthesize it. The reactants are: [C:1]([C:5]1[CH:10]=[CH:9][C:8]([NH:11][C:12](=[O:14])[CH3:13])=[CH:7][CH:6]=1)(=[O:4])[CH2:2][CH3:3].[N+:15]([O-])([OH:17])=[O:16]. (2) Given the product [ClH:56].[CH2:1]([N:8]1[CH2:13][CH2:12][N:11]([C:14]([C:16]2[CH:20]=[C:19]([CH3:21])[N:18]([C:22]3[CH:27]=[CH:26][CH:25]=[CH:24][CH:23]=3)[C:17]=2[C:28]2[CH:33]=[CH:32][CH:31]=[CH:30][CH:29]=2)=[O:15])[CH:10]([CH2:34][C:35]2[CH:36]=[CH:37][C:38]([O:39][CH2:40][C:41]([OH:43])=[O:42])=[CH:48][CH:49]=2)[CH2:9]1)[C:2]1[CH:7]=[CH:6][CH:5]=[CH:4][CH:3]=1, predict the reactants needed to synthesize it. The reactants are: [CH2:1]([N:8]1[CH2:13][CH2:12][N:11]([C:14]([C:16]2[CH:20]=[C:19]([CH3:21])[N:18]([C:22]3[CH:27]=[CH:26][CH:25]=[CH:24][CH:23]=3)[C:17]=2[C:28]2[CH:33]=[CH:32][CH:31]=[CH:30][CH:29]=2)=[O:15])[CH:10]([CH2:34][C:35]2[CH:49]=[CH:48][C:38]([O:39][CH2:40][C:41]([O:43]C(C)(C)C)=[O:42])=[CH:37][CH:36]=2)[CH2:9]1)[C:2]1[CH:7]=[CH:6][CH:5]=[CH:4][CH:3]=1.C(OCC)(=O)C.[ClH:56]. (3) Given the product [C:17]1([C:15]([NH:14][CH:8]2[CH2:9][CH:10]=[C:11]([CH3:13])[CH2:12][N:6]([CH2:5][C:4]([OH:28])=[O:3])[C:7]2=[O:27])=[O:16])[C:26]2[C:21](=[CH:22][CH:23]=[CH:24][CH:25]=2)[CH:20]=[CH:19][N:18]=1, predict the reactants needed to synthesize it. The reactants are: C([O:3][C:4](=[O:28])[CH2:5][N:6]1[CH2:12][C:11]([CH3:13])=[CH:10][CH2:9][CH:8]([NH:14][C:15]([C:17]2[C:26]3[C:21](=[CH:22][CH:23]=[CH:24][CH:25]=3)[CH:20]=[CH:19][N:18]=2)=[O:16])[C:7]1=[O:27])C.[Li+].[OH-]. (4) Given the product [Cl:17][C:13]1[CH:12]=[C:11]([CH:16]=[CH:15][CH:14]=1)[C:10]([N:9]=[C:7]1[N:6]([CH:26]([CH3:32])[C:27]([OH:29])=[O:28])[C:5]2[CH:19]=[C:20]([C:21]([F:22])([F:23])[F:24])[C:2]([F:1])=[CH:3][C:4]=2[S:8]1)=[O:18], predict the reactants needed to synthesize it. The reactants are: [F:1][C:2]1[C:20]([C:21]([F:24])([F:23])[F:22])=[CH:19][C:5]2[NH:6][C:7](=[N:9][C:10](=[O:18])[C:11]3[CH:16]=[CH:15][CH:14]=[C:13]([Cl:17])[CH:12]=3)[S:8][C:4]=2[CH:3]=1.Br[CH:26]([CH3:32])[C:27]([O:29]CC)=[O:28].ClC1C=CC2NC(=NC(=O)C3C=CC=C(C(F)(F)F)C=3)SC=2C=1F.BrCC(OCC)=O. (5) Given the product [CH3:15][O:16][C:17](=[O:23])[C@@H:18]([NH:19][C:2]1[C:11]2[C:6](=[CH:7][CH:8]=[CH:9][CH:10]=2)[N:5]=[C:4]([CH2:12][Cl:13])[N:3]=1)[CH:20]([CH3:22])[CH3:21], predict the reactants needed to synthesize it. The reactants are: Cl[C:2]1[C:11]2[C:6](=[CH:7][CH:8]=[CH:9][CH:10]=2)[N:5]=[C:4]([CH2:12][Cl:13])[N:3]=1.Cl.[CH3:15][O:16][C:17](=[O:23])[C@H:18]([CH:20]([CH3:22])[CH3:21])[NH2:19].C(=O)([O-])[O-].[K+].[K+]. (6) Given the product [C:13]([O:11][C:3]1[CH:4]=[C:5]([CH:9]=[CH:10][C:2]=1[Cl:1])[C:6]([OH:8])=[O:7])(=[O:15])[CH3:14], predict the reactants needed to synthesize it. The reactants are: [Cl:1][C:2]1[CH:10]=[CH:9][C:5]([C:6]([OH:8])=[O:7])=[CH:4][C:3]=1[OH:11].O.[C:13](OC(=O)C)(=[O:15])[CH3:14].